From a dataset of Reaction yield outcomes from USPTO patents with 853,638 reactions. Predict the reaction yield, written as a fraction of the theoretical maximum amount of product (1.0 means a 100% yield; for example, 0.34 means a 34% yield). (1) The reactants are [ClH:1].[N:2]1[CH:3]=[CH:4][N:5]2[CH:10]=[CH:9][C:8]([C:11]#[N:12])=[CH:7][C:6]=12.[CH3:13][OH:14]. The catalyst is CCOCC. The product is [ClH:1].[CH3:13][O:14][C:11]([C:8]1[CH:9]=[CH:10][N:5]2[CH:4]=[CH:3][N:2]=[C:6]2[CH:7]=1)=[NH:12]. The yield is 0.800. (2) The reactants are [CH2:1]([C@@H:8]1[CH2:12][O:11][C:10](=[O:13])[N:9]1[C:14](=[O:17])[CH2:15][CH3:16])[C:2]1[CH:7]=[CH:6][CH:5]=[CH:4][CH:3]=1.CCN(C(C)C)C(C)C.[CH:27]([C@H:29]1[CH2:33][O:32][C:31]([CH3:35])([CH3:34])[N:30]1[C:36]([O:38][C:39]([CH3:42])([CH3:41])[CH3:40])=[O:37])=[O:28]. The product is [CH2:1]([C@@H:8]1[CH2:12][O:11][C:10](=[O:13])[N:9]1[C:14](=[O:17])[C@H:15]([CH3:16])[C@H:27]([C@H:29]1[CH2:33][O:32][C:31]([CH3:35])([CH3:34])[N:30]1[C:36]([O:38][C:39]([CH3:42])([CH3:41])[CH3:40])=[O:37])[OH:28])[C:2]1[CH:3]=[CH:4][CH:5]=[CH:6][CH:7]=1. The catalyst is C(Cl)Cl.Cl[Ti](Cl)(Cl)Cl. The yield is 0.580. (3) The reactants are [CH2:1]=[CH:2][CH2:3][CH2:4][CH2:5][CH2:6][CH2:7][CH2:8][CH2:9][CH:10]([OH:20])[CH2:11][CH2:12][CH2:13][CH2:14][CH2:15][CH2:16][CH2:17][CH:18]=[CH2:19].[Br:21][CH2:22][CH2:23][CH2:24][C:25](Cl)=[O:26].C(OCC)(=O)C. The catalyst is C(Cl)Cl.O. The product is [Br:21][CH2:22][CH2:23][CH2:24][C:25]([O:20][CH:10]([CH2:9][CH2:8][CH2:7][CH2:6][CH2:5][CH2:4][CH2:3][CH:2]=[CH2:1])[CH2:11][CH2:12][CH2:13][CH2:14][CH2:15][CH2:16][CH2:17][CH:18]=[CH2:19])=[O:26]. The yield is 0.900. (4) The reactants are [CH3:1][O:2][C:3]1[CH:4]=[C:5]([C:11]2[CH:31]=[N:30][C:14]3[N:15]=[C:16]([NH:19][C:20]4[C:25]([N+:26]([O-])=O)=[CH:24][CH:23]=[CH:22][C:21]=4[CH3:29])[N:17]=[CH:18][C:13]=3[CH:12]=2)[CH:6]=[C:7]([O:9][CH3:10])[CH:8]=1.[Cl-].[NH4+]. The catalyst is C(O)C.O.[Fe]. The yield is 0.320. The product is [CH3:1][O:2][C:3]1[CH:4]=[C:5]([C:11]2[CH:31]=[N:30][C:14]3[N:15]=[C:16]([NH:19][C:20]4[C:25]([NH2:26])=[CH:24][CH:23]=[CH:22][C:21]=4[CH3:29])[N:17]=[CH:18][C:13]=3[CH:12]=2)[CH:6]=[C:7]([O:9][CH3:10])[CH:8]=1. (5) The reactants are [C:1]1([CH2:11][N:12]2[C:16]3[CH:17]=[CH:18][CH:19]=[CH:20][C:15]=3[NH:14][C:13]2=[O:21])[C:10]2[C:5](=[CH:6][CH:7]=[CH:8][CH:9]=2)[CH:4]=[CH:3][CH:2]=1.[C:22]([O:26][CH3:27])(=[O:25])[CH:23]=[CH2:24].[OH-].C([N+](C)(C)C)C1C=CC=CC=1.CO.[NH4+].[Cl-]. The catalyst is CN(C=O)C.O. The product is [CH3:27][O:26][C:22](=[O:25])[CH2:23][CH2:24][N:14]1[C:15]2[CH:20]=[CH:19][CH:18]=[CH:17][C:16]=2[N:12]([CH2:11][C:1]2[C:10]3[C:5](=[CH:6][CH:7]=[CH:8][CH:9]=3)[CH:4]=[CH:3][CH:2]=2)[C:13]1=[O:21]. The yield is 0.840. (6) The reactants are Cl.Cl.[CH2:3]1[C:12]2[C:7](=[CH:8][CH:9]=[N:10][CH:11]=2)[CH2:6][CH2:5][NH:4]1.F[C:14]1[CH:19]=[CH:18][C:17]([N+:20]([O-:22])=[O:21])=[CH:16][C:15]=1[CH3:23].C(N(CC)C(C)C)(C)C.O.[Cl-].[Na+].O. The catalyst is CS(C)=O. The product is [CH3:23][C:15]1[CH:16]=[C:17]([N+:20]([O-:22])=[O:21])[CH:18]=[CH:19][C:14]=1[N:10]1[CH2:9][CH2:8][C:7]2[C:12](=[CH:3][N:4]=[CH:5][CH:6]=2)[CH2:11]1. The yield is 0.420. (7) The reactants are [I:1]Cl.[O:3]1[C:7]2[CH:8]=[CH:9][C:10]([NH:12][C:13](=[O:15])[CH3:14])=[CH:11][C:6]=2[O:5][CH2:4]1. The catalyst is C(Cl)Cl.C(O)(=O)C. The product is [I:1][C:9]1[C:10]([NH:12][C:13](=[O:15])[CH3:14])=[CH:11][C:6]2[O:5][CH2:4][O:3][C:7]=2[CH:8]=1. The yield is 0.220. (8) The reactants are [Cl:1][C:2]1[CH:3]=[C:4]([C:8]2[N:13]=[C:12]3[CH2:14][CH2:15][CH2:16][C:11]3=[C:10]([NH:17][C:18]3[CH:23]=[CH:22][C:21]([CH2:24][C:25]([O:27]CC)=O)=[C:20]([F:30])[CH:19]=3)[CH:9]=2)[CH:5]=[CH:6][CH:7]=1.[NH3:31].[Al]. The catalyst is CO. The product is [ClH:1].[Cl:1][C:2]1[CH:3]=[C:4]([C:8]2[N:13]=[C:12]3[CH2:14][CH2:15][CH2:16][C:11]3=[C:10]([NH:17][C:18]3[CH:23]=[CH:22][C:21]([CH2:24][C:25]([NH2:31])=[O:27])=[C:20]([F:30])[CH:19]=3)[CH:9]=2)[CH:5]=[CH:6][CH:7]=1. The yield is 0.490.